From a dataset of Catalyst prediction with 721,799 reactions and 888 catalyst types from USPTO. Predict which catalyst facilitates the given reaction. (1) Reactant: C([O:3][P:4]([C:9]1[CH:14]=[C:13]([CH2:15][C:16]2[CH:21]=[CH:20][C:19]([CH2:22][CH3:23])=[CH:18][CH:17]=2)[C:12]([O:24][CH3:25])=[CH:11][C:10]=1[O:26][CH3:27])(=[O:8])[O:5]CC)C.Br[Si](C)(C)C.CO. Product: [CH3:27][O:26][C:10]1[CH:11]=[C:12]([O:24][CH3:25])[C:13]([CH2:15][C:16]2[CH:17]=[CH:18][C:19]([CH2:22][CH3:23])=[CH:20][CH:21]=2)=[CH:14][C:9]=1[P:4](=[O:3])([OH:8])[OH:5]. The catalyst class is: 4. (2) Reactant: [CH2:1]([C:4]1([S:7]([NH:10][C:11]2[C:16](OC)=[CH:15][C:14]([F:19])=[C:13]([F:20])[C:12]=2[NH:21][C:22]2[CH:27]=[CH:26][C:25]([I:28])=[CH:24][C:23]=2[F:29])(=[O:9])=[O:8])[CH2:6][CH2:5]1)[CH:2]=C.C[N+]1([O-])CC[O:34][CH2:33]C1.CC[O:40]C(C)=O. Product: [F:20][C:13]1[C:12]([NH:21][C:22]2[CH:27]=[CH:26][C:25]([I:28])=[CH:24][C:23]=2[F:29])=[C:11]([NH:10][S:7]([C:4]2([CH2:1][CH:2]([OH:40])[CH2:33][OH:34])[CH2:5][CH2:6]2)(=[O:8])=[O:9])[CH:16]=[CH:15][C:14]=1[F:19]. The catalyst class is: 822. (3) Reactant: [C:1]([O:5][C:6]([N:8]1[CH2:13][CH2:12][CH:11]([C:14]2[O:23][C:17]3=[CH:18][N:19]=[C:20](Cl)[CH:21]=[C:16]3[CH:15]=2)[CH2:10][CH2:9]1)=[O:7])([CH3:4])([CH3:3])[CH3:2].[CH3:24][S:25]([N:28]1[CH2:33][CH2:32][NH:31][CH2:30][CH2:29]1)(=[O:27])=[O:26].CC(C)([O-])C.[K+].CC1(C)C2C(=C(P(C3C=CC=CC=3)C3C=CC=CC=3)C=CC=2)OC2C(P(C3C=CC=CC=3)C3C=CC=CC=3)=CC=CC1=2. Product: [C:1]([O:5][C:6]([N:8]1[CH2:13][CH2:12][CH:11]([C:14]2[O:23][C:17]3=[CH:18][N:19]=[C:20]([N:31]4[CH2:32][CH2:33][N:28]([S:25]([CH3:24])(=[O:27])=[O:26])[CH2:29][CH2:30]4)[CH:21]=[C:16]3[CH:15]=2)[CH2:10][CH2:9]1)=[O:7])([CH3:4])([CH3:3])[CH3:2]. The catalyst class is: 187. (4) Reactant: [H-].[Na+].[C:3]1([C:5](=[CH:7][CH:8]=[CH:9][CH:10]=1)[OH:6])[OH:4].[Cl:11][C:12]1[N:13]=[N:14][C:15](Cl)=[CH:16][C:17]=1Cl. Product: [Cl:11][C:12]1[N:13]=[N:14][C:15]2[O:4][C:3]3[CH:10]=[CH:9][CH:8]=[CH:7][C:5]=3[O:6][C:16]=2[CH:17]=1. The catalyst class is: 12. (5) Reactant: [CH2:1]1[NH:6][CH2:5][CH2:4][N:3]2[CH2:7][CH2:8][CH2:9][CH2:10][CH:2]12.Cl[C:12]1[N:13]=[CH:14][C:15]([C:18]([NH:20][C:21]2[NH:22][N:23]=[C:24]([CH2:26][CH2:27][C:28]3[CH:33]=[C:32]([O:34][CH3:35])[CH:31]=[C:30]([O:36][CH3:37])[CH:29]=3)[CH:25]=2)=[O:19])=[N:16][CH:17]=1. Product: [CH2:1]1[CH:2]2[CH2:10][CH2:9][CH2:8][CH2:7][N:3]2[CH2:4][CH2:5][N:6]1[C:12]1[N:13]=[CH:14][C:15]([C:18]([NH:20][C:21]2[NH:22][N:23]=[C:24]([CH2:26][CH2:27][C:28]3[CH:33]=[C:32]([O:34][CH3:35])[CH:31]=[C:30]([O:36][CH3:37])[CH:29]=3)[CH:25]=2)=[O:19])=[N:16][CH:17]=1. The catalyst class is: 16. (6) Reactant: Cl[C:2]1[C:3]([CH2:10][N:11]2[CH:15]=[CH:14][N:13]=[C:12]2[C:16]2[N:21]=[CH:20][CH:19]=[CH:18][N:17]=2)=[N:4][CH:5]=[C:6]([O:8][CH3:9])[N:7]=1.[CH3:22][O-:23].[Na+].[NH4+].[Cl-]. The catalyst class is: 1. Product: [CH3:22][O:23][C:2]1[C:3]([CH2:10][N:11]2[CH:15]=[CH:14][N:13]=[C:12]2[C:16]2[N:21]=[CH:20][CH:19]=[CH:18][N:17]=2)=[N:4][CH:5]=[C:6]([O:8][CH3:9])[N:7]=1. (7) Reactant: [N:1]1[CH:6]=[CH:5][CH:4]=[C:3]([C:7]2[CH:16]=[C:15]3[C:10]([CH:11]=[C:12]([CH2:17][CH2:18]O)[N:13]=[CH:14]3)=[CH:9][CH:8]=2)[CH:2]=1.C(N(CC)CC)C.CS(Cl)(=O)=O.C([O-])([O-])=O.[K+].[K+].[CH3:38][C@@H:39]1[CH2:43][CH2:42][CH2:41][NH:40]1. Product: [CH3:38][C@@H:39]1[CH2:43][CH2:42][CH2:41][N:40]1[CH2:18][CH2:17][C:12]1[N:13]=[CH:14][C:15]2[C:10]([CH:11]=1)=[CH:9][CH:8]=[C:7]([C:3]1[CH:2]=[N:1][CH:6]=[CH:5][CH:4]=1)[CH:16]=2. The catalyst class is: 643.